Dataset: NCI-60 drug combinations with 297,098 pairs across 59 cell lines. Task: Regression. Given two drug SMILES strings and cell line genomic features, predict the synergy score measuring deviation from expected non-interaction effect. (1) Drug 1: CNC(=O)C1=CC=CC=C1SC2=CC3=C(C=C2)C(=NN3)C=CC4=CC=CC=N4. Drug 2: C1CN1P(=S)(N2CC2)N3CC3. Cell line: K-562. Synergy scores: CSS=51.6, Synergy_ZIP=-1.90, Synergy_Bliss=-0.782, Synergy_Loewe=-10.4, Synergy_HSA=0.874. (2) Drug 1: C1=CC(=CC=C1CCC2=CNC3=C2C(=O)NC(=N3)N)C(=O)NC(CCC(=O)O)C(=O)O. Drug 2: C1=NC2=C(N=C(N=C2N1C3C(C(C(O3)CO)O)F)Cl)N. Cell line: SK-MEL-28. Synergy scores: CSS=8.99, Synergy_ZIP=-10.5, Synergy_Bliss=-8.89, Synergy_Loewe=-7.29, Synergy_HSA=-5.77.